From a dataset of Kir2.1 potassium channel HTS with 301,493 compounds. Binary Classification. Given a drug SMILES string, predict its activity (active/inactive) in a high-throughput screening assay against a specified biological target. The compound is S(CC(N1CCC(O)CCC1=O)Cc1ccccc1)c1ccccc1. The result is 0 (inactive).